Dataset: Reaction yield outcomes from USPTO patents with 853,638 reactions. Task: Predict the reaction yield, written as a fraction of the theoretical maximum amount of product (1.0 means a 100% yield; for example, 0.34 means a 34% yield). (1) The reactants are Cl.[CH3:2][C:3]1([CH3:21])[CH2:7][C:6]2[C:8]([CH3:20])=[C:9]([N:14]3[CH2:19][CH2:18][NH:17][CH2:16][CH2:15]3)[C:10]([CH3:13])=[C:11]([CH3:12])[C:5]=2[O:4]1.Br[C:23]1[CH:28]=[CH:27][C:26]([F:29])=[C:25]([O:30][CH3:31])[CH:24]=1. No catalyst specified. The product is [F:29][C:26]1[CH:27]=[CH:28][C:23]([N:17]2[CH2:16][CH2:15][N:14]([C:9]3[C:10]([CH3:13])=[C:11]([CH3:12])[C:5]4[O:4][C:3]([CH3:21])([CH3:2])[CH2:7][C:6]=4[C:8]=3[CH3:20])[CH2:19][CH2:18]2)=[CH:24][C:25]=1[O:30][CH3:31]. The yield is 0.530. (2) The reactants are [Br:1][C:2]1[CH:7]=[CH:6][C:5]([S:8](Cl)(=[O:10])=[O:9])=[CH:4][C:3]=1[F:12].[CH2:13]([NH:15][CH2:16][CH3:17])[CH3:14]. The catalyst is ClCCl. The product is [Br:1][C:2]1[CH:7]=[CH:6][C:5]([S:8]([N:15]([CH2:16][CH3:17])[CH2:13][CH3:14])(=[O:10])=[O:9])=[CH:4][C:3]=1[F:12]. The yield is 0.900. (3) The reactants are N([C:8]([O:10][CH2:11][CH3:12])=[O:9])=N[C:8]([O:10][CH2:11][CH3:12])=[O:9].[CH2:13]([O:15][C:16](=[O:29])[C@@H:17]([O:26][CH2:27][CH3:28])[CH2:18][C:19]1[CH:24]=[CH:23][C:22]([OH:25])=[CH:21][CH:20]=1)[CH3:14].O[CH2:31]/[CH:32]=[C:33](\[CH3:49])/[C:34]#[C:35][C:36]1[CH:37]=[C:38]([C:42]#[C:43]/[C:44](/[CH3:48])=[CH:45]/[CH2:46][OH:47])[CH:39]=[CH:40][CH:41]=1.[C:63]1(P([C:63]2[CH:68]=[CH:67][CH:66]=[CH:65][CH:64]=2)[C:63]2[CH:68]=[CH:67][CH:66]=[CH:65][CH:64]=2)[CH:68]=[CH:67][CH:66]=[CH:65][CH:64]=1. The catalyst is C1COCC1.O. The product is [CH2:11]([O:10][C:8](=[O:9])[C@@H:13]([O:15][CH2:16][CH3:17])[CH2:14][C:63]1[CH:64]=[CH:65][C:66]([O:47][CH2:46]/[CH:45]=[C:44](\[CH3:48])/[C:43]#[C:42][C:38]2[CH:39]=[CH:40][CH:41]=[C:36]([C:35]#[C:34]/[C:33](/[CH3:49])=[CH:32]/[CH2:31][O:25][C:22]3[CH:21]=[CH:20][C:19]([CH2:18][C@H:17]([O:26][CH2:27][CH3:28])[C:16]([O:15][CH2:13][CH3:14])=[O:29])=[CH:24][CH:23]=3)[CH:37]=2)=[CH:67][CH:68]=1)[CH3:12]. The yield is 0.710. (4) The reactants are [CH2:1]([O:8][C:9](=[O:52])[NH:10][CH:11]([CH2:40][C:41]1[CH:46]=[CH:45][C:44]([O:47][C:48]([CH3:51])([CH3:50])[CH3:49])=[CH:43][CH:42]=1)[CH:12]([OH:39])[CH:13]([OH:38])[CH:14]([NH:27][C:28]([O:30][CH2:31][C:32]1[CH:37]=[CH:36][CH:35]=[CH:34][CH:33]=1)=[O:29])[CH2:15][C:16]1[CH:21]=[CH:20][C:19]([O:22][C:23]([CH3:26])([CH3:25])[CH3:24])=[CH:18][CH:17]=1)[C:2]1[CH:7]=[CH:6][CH:5]=[CH:4][CH:3]=1.CO[C:55](OC)([CH3:57])[CH3:56].C1(C)C=CC(S([O-])(=O)=O)=CC=1.[NH+]1C=CC=CC=1. The catalyst is CC(C)=O. The yield is 0.920. The product is [CH2:1]([O:8][C:9](=[O:52])[NH:10][CH:11]([CH:12]1[CH:13]([CH:14]([NH:27][C:28]([O:30][CH2:31][C:32]2[CH:37]=[CH:36][CH:35]=[CH:34][CH:33]=2)=[O:29])[CH2:15][C:16]2[CH:21]=[CH:20][C:19]([O:22][C:23]([CH3:26])([CH3:25])[CH3:24])=[CH:18][CH:17]=2)[O:38][C:55]([CH3:57])([CH3:56])[O:39]1)[CH2:40][C:41]1[CH:46]=[CH:45][C:44]([O:47][C:48]([CH3:51])([CH3:50])[CH3:49])=[CH:43][CH:42]=1)[C:2]1[CH:7]=[CH:6][CH:5]=[CH:4][CH:3]=1. (5) The reactants are Br[C:2]1[C:7]([NH2:8])=[C:6]([CH3:9])[CH:5]=[C:4]([CH3:10])[N:3]=1.[C:11]([C:13]1[CH:18]=[CH:17][CH:16]=[C:15]([F:19])[CH:14]=1)#[CH:12]. The catalyst is C(N(CC)CC)C.[Cu]I.Cl[Pd](Cl)([P](C1C=CC=CC=1)(C1C=CC=CC=1)C1C=CC=CC=1)[P](C1C=CC=CC=1)(C1C=CC=CC=1)C1C=CC=CC=1. The product is [F:19][C:15]1[CH:14]=[C:13]([C:11]#[C:12][C:2]2[C:7]([NH2:8])=[C:6]([CH3:9])[CH:5]=[C:4]([CH3:10])[N:3]=2)[CH:18]=[CH:17][CH:16]=1. The yield is 0.720. (6) The reactants are [CH3:1][O:2][C:3]1[CH:8]=[CH:7][C:6]([N+:9]([O-:11])=[O:10])=[CH:5][C:4]=1[OH:12].C(=O)([O-])[O-].[K+].[K+].[CH:19]1(Br)[CH2:23][CH2:22][CH2:21][CH2:20]1.C(Cl)Cl. The catalyst is CN(C)C=O.O.CCOCC.CO. The product is [CH:19]1([O:12][C:4]2[CH:5]=[C:6]([N+:9]([O-:11])=[O:10])[CH:7]=[CH:8][C:3]=2[O:2][CH3:1])[CH2:23][CH2:22][CH2:21][CH2:20]1. The yield is 0.996. (7) The reactants are Br[C:2]1[CH:24]=[CH:23][CH:22]=[CH:21][C:3]=1[CH2:4][N:5]1[C:14]2[C:9](=[N:10][CH:11]=[CH:12][CH:13]=2)[C:8](=[O:15])[C:7]([C:16]([O:18][CH2:19][CH3:20])=[O:17])=[CH:6]1.[F:25][C:26]([F:37])([F:36])[C:27]1[CH:32]=[CH:31][C:30](B(O)O)=[CH:29][CH:28]=1.C1(P(C2CCCCC2)C2C=CC=CC=2C2C(OC)=CC=CC=2OC)CCCCC1.P([O-])([O-])([O-])=O.[K+].[K+].[K+]. The catalyst is [Cl-].[Na+].O.C([O-])(=O)C.[Pd+2].C([O-])(=O)C.O.C1(C)C=CC=CC=1. The product is [O:15]=[C:8]1[C:9]2[C:14](=[CH:13][CH:12]=[CH:11][N:10]=2)[N:5]([CH2:4][C:3]2[CH:21]=[CH:22][CH:23]=[CH:24][C:2]=2[C:30]2[CH:31]=[CH:32][C:27]([C:26]([F:37])([F:36])[F:25])=[CH:28][CH:29]=2)[CH:6]=[C:7]1[C:16]([O:18][CH2:19][CH3:20])=[O:17]. The yield is 0.0760. (8) The reactants are [C:1]1([CH3:18])[CH:6]=[CH:5][CH:4]=[CH:3][C:2]=1[NH:7][C:8]1[C:17]2[C:12](=[CH:13][CH:14]=[CH:15][CH:16]=2)[CH:11]=[CH:10][CH:9]=1.[Br:19][C:20]1[CH:25]=[CH:24][C:23](I)=[CH:22][CH:21]=1.CC(C)([O-])C.[K+]. The catalyst is C1(C)C=CC=CC=1.C1C=CC(P(C2C=CC=CC=2)[C-]2C=CC=C2)=CC=1.C1C=CC(P(C2C=CC=CC=2)[C-]2C=CC=C2)=CC=1.Cl[Pd]Cl.[Fe+2]. The product is [Br:19][C:20]1[CH:25]=[CH:24][C:23]([N:7]([C:2]2[CH:3]=[CH:4][CH:5]=[CH:6][C:1]=2[CH3:18])[C:8]2[C:17]3[C:12](=[CH:13][CH:14]=[CH:15][CH:16]=3)[CH:11]=[CH:10][CH:9]=2)=[CH:22][CH:21]=1. The yield is 0.135. (9) The reactants are O=[C:2]1[C:11]2[C:10]([C:12]([O:14]C)=O)=[CH:9][CH:8]=[CH:7][C:6]=2[NH:5][CH:4]([C:16]2[CH:17]=[N:18][CH:19]=[CH:20][CH:21]=2)[CH:3]1[C:22]1[CH:23]=[N:24][CH:25]=[CH:26][CH:27]=1.O=C1C2C(C(OCC)=O)=CC=CC=2NC(C2C=NC=CC=2)C1C1C=NC=CC=1.O.[NH2:57][NH2:58]. The catalyst is CO. The product is [N:18]1[CH:19]=[CH:20][CH:21]=[C:16]([CH:4]2[NH:5][C:6]3[C:11]4[C:2](=[N:57][NH:58][C:12](=[O:14])[C:10]=4[CH:9]=[CH:8][CH:7]=3)[CH:3]2[C:22]2[CH:23]=[N:24][CH:25]=[CH:26][CH:27]=2)[CH:17]=1. The yield is 0.680.